Predict the reaction yield, written as a fraction of the theoretical maximum amount of product (1.0 means a 100% yield; for example, 0.34 means a 34% yield). From a dataset of Reaction yield outcomes from USPTO patents with 853,638 reactions. (1) The reactants are [Br:1][C:2]1[CH:11]=[CH:10][C:5](C(OC)=O)=[C:4]([F:12])[CH:3]=1.[CH3:13][Mg+].[Br-].CC[O:18][CH2:19][CH3:20]. No catalyst specified. The product is [Br:1][C:2]1[CH:11]=[CH:10][C:5]([C:19]([OH:18])([CH3:20])[CH3:13])=[C:4]([F:12])[CH:3]=1. The yield is 0.950. (2) The reactants are [F:1][C:2]1[CH:3]=[C:4]([N:28]2[C:32]([OH:33])=[C:31](C(OCC)=O)[CH:30]=[N:29]2)[CH:5]=[CH:6][C:7]=1[N:8]1[CH:13]=[C:12]([O:14][CH3:15])[C:11](=[O:16])[C:10]([C:17]2[N:21]([C:22]3[CH:27]=[CH:26][CH:25]=[CH:24][CH:23]=3)[N:20]=[CH:19][CH:18]=2)=[N:9]1.[OH-].[Na+].CCO.Cl. The catalyst is O. The product is [F:1][C:2]1[CH:3]=[C:4]([N:28]2[C:32]([OH:33])=[CH:31][CH:30]=[N:29]2)[CH:5]=[CH:6][C:7]=1[N:8]1[CH:13]=[C:12]([O:14][CH3:15])[C:11](=[O:16])[C:10]([C:17]2[N:21]([C:22]3[CH:23]=[CH:24][CH:25]=[CH:26][CH:27]=3)[N:20]=[CH:19][CH:18]=2)=[N:9]1. The yield is 0.320. (3) The reactants are [O:1]=[C:2]1[N:6]([C:7]([O:9][C:10]([CH3:13])([CH3:12])[CH3:11])=[O:8])[C@@H:5]([C:14]([O:16][CH3:17])=[O:15])[CH2:4][CH2:3]1.[CH3:18][Mg+].[Br-]. The catalyst is C1COCC1. The product is [C:10]([O:9][C:7]([NH:6][C@H:5]([CH2:4][CH2:3][C:2](=[O:1])[CH3:18])[C:14]([O:16][CH3:17])=[O:15])=[O:8])([CH3:13])([CH3:12])[CH3:11]. The yield is 0.840. (4) The reactants are [NH2:1][C:2]1[C:3]([C:12]([NH:14][C@H:15]([C:20]([O-:22])=[O:21])[CH2:16][C:17]([O-:19])=[O:18])=[O:13])=[CH:4][C:5]2[C:10]([CH:11]=1)=[CH:9][CH:8]=[CH:7][CH:6]=2.[N:23]([C:26]1[C:31]([CH3:32])=[CH:30][C:29]([CH3:33])=[CH:28][C:27]=1[CH3:34])=[C:24]=[O:25]. The catalyst is N1C=CC=CC=1. The product is [CH3:32][C:31]1[CH:30]=[C:29]([CH3:33])[CH:28]=[C:27]([CH3:34])[C:26]=1[NH:23][C:24]([NH:1][C:2]1[C:3]([C:12]([NH:14][C@H:15]([C:20]([O:22][C:10]([CH3:11])([CH3:5])[CH3:9])=[O:21])[CH2:16][C:17]([O:19][C:3]([CH3:12])([CH3:4])[CH3:2])=[O:18])=[O:13])=[CH:4][C:5]2[C:10]([CH:11]=1)=[CH:9][CH:8]=[CH:7][CH:6]=2)=[O:25]. The yield is 0.970. (5) The reactants are [CH3:1][C:2]1[N:7]=[C:6]2[S:8][C:9]3[CH2:14][CH2:13][CH2:12][CH2:11][C:10]=3[C:5]2=[C:4]([C:15]2[CH:20]=[CH:19][C:18]([CH3:21])=[CH:17][CH:16]=2)[C:3]=1[CH:22]([CH:27]([CH3:30])[CH2:28][CH3:29])[C:23]([O:25]C)=[O:24].[OH-].[Na+]. The catalyst is CO. The product is [CH3:1][C:2]1[N:7]=[C:6]2[S:8][C:9]3[CH2:14][CH2:13][CH2:12][CH2:11][C:10]=3[C:5]2=[C:4]([C:15]2[CH:16]=[CH:17][C:18]([CH3:21])=[CH:19][CH:20]=2)[C:3]=1[CH:22]([CH:27]([CH3:30])[CH2:28][CH3:29])[C:23]([OH:25])=[O:24]. The yield is 0.360. (6) The reactants are [CH3:1][C:2]1([CH3:22])[C@@H:5]([C:6]([N:8]2[CH2:13][CH2:12][CH2:11][CH2:10][CH2:9]2)=[O:7])[CH2:4][C@H:3]1[NH:14]C(=O)OC(C)(C)C.CCN(CC)CC. The catalyst is C(O)(C(F)(F)F)=O.C(Cl)Cl. The product is [NH2:14][C@@H:3]1[CH2:4][C@H:5]([C:6]([N:8]2[CH2:13][CH2:12][CH2:11][CH2:10][CH2:9]2)=[O:7])[C:2]1([CH3:22])[CH3:1]. The yield is 1.00. (7) The reactants are [CH3:1][CH2:2][CH2:3][CH2:4][CH2:5][C:6]([O:8][CH2:9][C@H:10]1[O:15][C@H:14]([O:16][C@H:17]2[O:22][C@H:21]([CH2:23][O:24]CC3C=CC=CC=3)[C@@H:20]([O:32]CC3C=CC=CC=3)[C@H:19]([O:40]CC3C=CC=CC=3)[C@H:18]2[O:48]CC2C=CC=CC=2)[C@H:13]([O:56]CC2C=CC=CC=2)[C@@H:12]([O:64]CC2C=CC=CC=2)[C@@H:11]1[O:72]CC1C=CC=CC=1)=[O:7].C(OCC)(=O)C.CO. The catalyst is C(O)C.[Pd]. The product is [CH3:1][CH2:2][CH2:3][CH2:4][CH2:5][C:6]([O:8][CH2:9][C@H:10]1[O:15][C@H:14]([O:16][C@H:17]2[O:22][C@H:21]([CH2:23][OH:24])[C@@H:20]([OH:32])[C@H:19]([OH:40])[C@H:18]2[OH:48])[C@H:13]([OH:56])[C@@H:12]([OH:64])[C@@H:11]1[OH:72])=[O:7]. The yield is 0.930. (8) The reactants are [CH2:1]([C@H:8]([NH:30]C(=O)OC(C)(C)C)[CH2:9][C@H:10]([OH:29])[C@@H:11]([NH:19][C:20]([O:22][CH2:23][C:24]1[S:28][CH:27]=[N:26][CH:25]=1)=[O:21])[CH2:12][C:13]1[CH:18]=[CH:17][CH:16]=[CH:15][CH:14]=1)[C:2]1[CH:7]=[CH:6][CH:5]=[CH:4][CH:3]=1. The catalyst is Cl.O1CCOCC1. The product is [NH2:30][C@@H:8]([CH2:1][C:2]1[CH:3]=[CH:4][CH:5]=[CH:6][CH:7]=1)[CH2:9][C@H:10]([OH:29])[C@@H:11]([NH:19][C:20](=[O:21])[O:22][CH2:23][C:24]1[S:28][CH:27]=[N:26][CH:25]=1)[CH2:12][C:13]1[CH:18]=[CH:17][CH:16]=[CH:15][CH:14]=1. The yield is 0.982. (9) The reactants are C([O:8][N:9]1[C:15](=[O:16])[N:14]2[CH2:17][C@H:10]1[CH2:11][CH2:12][C@H:13]2[C:18]([NH:20][O:21][CH:22]1[CH2:28][CH:27]2[N:29]([C:30]([O:32][C:33]([CH3:36])([CH3:35])[CH3:34])=[O:31])[CH:24]([CH2:25][CH2:26]2)[CH2:23]1)=[O:19])C1C=CC=CC=1.[H][H]. The catalyst is CO.[Pd]. The product is [OH:8][N:9]1[C:15](=[O:16])[N:14]2[CH2:17][C@H:10]1[CH2:11][CH2:12][C@H:13]2[C:18]([NH:20][O:21][CH:22]1[CH2:28][CH:27]2[N:29]([C:30]([O:32][C:33]([CH3:36])([CH3:35])[CH3:34])=[O:31])[CH:24]([CH2:25][CH2:26]2)[CH2:23]1)=[O:19]. The yield is 0.660. (10) The reactants are [Br:1][C:2]1[C:3]([O:13][CH3:14])=[CH:4][C:5]([O:11][CH3:12])=[C:6]([CH:10]=1)[C:7]([OH:9])=[O:8].S(=O)(=O)(O)O.[CH3:20]O.[OH-].[Na+]. The catalyst is C(OCC)(=O)C. The product is [Br:1][C:2]1[C:3]([O:13][CH3:14])=[CH:4][C:5]([O:11][CH3:12])=[C:6]([CH:10]=1)[C:7]([O:9][CH3:20])=[O:8]. The yield is 0.900.